This data is from Experimentally validated miRNA-target interactions with 360,000+ pairs, plus equal number of negative samples. The task is: Binary Classification. Given a miRNA mature sequence and a target amino acid sequence, predict their likelihood of interaction. (1) The miRNA is mmu-miR-466d-5p with sequence UGUGUGUGCGUACAUGUACAUG. The protein sequence of the target gene is MLAPGGGPEQRSKLVLQWRQVSWITCWIALCAVEVIPACPFSCTCDSRSLEVDCSGLGLTTVPPDVPAATQSLLLLNNKLSALPSWAFANLSNLQRLDLSNNFLDQLPRSIFEDLVNLTELQLRNNSIRTLDRDLLQHSPLLRHLDLSINGLAQLPPGLFDGLLALRSLSLRSNRLQSLDRLTFEPLASLQLLQVGDNPWECDCNLREFKHWLEWFSYRGGRLDQLACTLPKELRGKDMRAVPMEMFNYCSQLEDENNSAGLDAPGPPCTKASPEPPKPKPGAEPEPEPSTACPQKQRYR.... Result: 1 (interaction). (2) The miRNA is hsa-miR-657 with sequence GGCAGGUUCUCACCCUCUCUAGG. The protein sequence of the target gene is MTSPSSSPVFRLETLDGGQEDGSEADRGKLDFGSGLPPMESQFQGEDRKFAPQIRVNLNYRKGTGASQPDPNRFDRDRLFNAVSRGVPEDLAGLPEYLSKTSKYLTDSEYTEGSTGKTCLMKAVLNLKDGVNACILPLLQIDRDSGNPQPLVNAQCTDDYYRGHSALHIAIEKRSLQCVKLLVENGANVHARACGRFFQKGQGTCFYFGELPLSLAACTKQWDVVSYLLENPHQPASLQATDSQGNTVLHALVMISDNSAENIALVTSMYDGLLQAGARLCPTVQLEDIRNLQDLTPLKL.... Result: 1 (interaction). (3) The miRNA is mmu-miR-297a-5p with sequence AUGUAUGUGUGCAUGUGCAUGU. The protein sequence of the target gene is MQPQRDLRGLWLLLLSVFLLLFEVARAGRSVVSCPANCLCASNILSCSKQQLPNVPQSLPSYTALLDLSHNNLSRLRAEWTPTRLTNLHSLLLSHNHLNFISSEAFVPVPNLRYLDLSSNHLHTLDEFLFSDLQALEVLLLYNNHIVVVDRNAFEDMAQLQKLYLSQNQISRFPVELIKDGNKLPKLMLLDLSSNKLKKLPLTDLQKLPAWVKNGLYLHNNPLECDCKLYQLFSHWQYRQLSSVMDFQEDLYCMHSKKLHNIFSLDFFNCSEYKESAWEAHLGDTLTIRCDTKQQGMTKV.... Result: 1 (interaction).